Dataset: Forward reaction prediction with 1.9M reactions from USPTO patents (1976-2016). Task: Predict the product of the given reaction. (1) The product is: [Br:1][C:2]1[CH:3]=[CH:4][C:5]2[N:6]([C:8]([C:12](=[S:22])[NH2:13])=[C:9]([CH3:11])[N:10]=2)[CH:7]=1. Given the reactants [Br:1][C:2]1[CH:3]=[CH:4][C:5]2[N:6]([C:8]([C:12]#[N:13])=[C:9]([CH3:11])[N:10]=2)[CH:7]=1.Cl.CCOC(C)=O.P(S)(OCC)(OCC)=[S:22], predict the reaction product. (2) Given the reactants [C:1]1([C:21]2[CH:26]=[CH:25][CH:24]=[CH:23][CH:22]=2)[CH:6]=[CH:5][CH:4]=[CH:3][C:2]=1[N:7]1[C:16](=[O:17])[C:15]2[C:10](=[CH:11][CH:12]=[CH:13][C:14]=2[Cl:18])[N:9]=[C:8]1[CH2:19]Cl.O.[SH:28][C:29]1[N:37]=[CH:36][N:35]=[C:34]2[C:30]=1[NH:31][CH:32]=[N:33]2.C([O-])([O-])=O.[K+].[K+], predict the reaction product. The product is: [C:1]1([C:21]2[CH:22]=[CH:23][CH:24]=[CH:25][CH:26]=2)[CH:6]=[CH:5][CH:4]=[CH:3][C:2]=1[N:7]1[C:16](=[O:17])[C:15]2[C:10](=[CH:11][CH:12]=[CH:13][C:14]=2[Cl:18])[N:9]=[C:8]1[CH2:19][S:28][C:29]1[N:37]=[CH:36][N:35]=[C:34]2[C:30]=1[N:31]=[CH:32][NH:33]2. (3) Given the reactants Br[C:2]1[CH:7]=[CH:6][C:5]([C:8]2[C:31](=[O:32])[N:30]([CH2:33][CH3:34])[C:11]3[N:12]=[C:13]([NH:16][C:17]4[CH:22]=[CH:21][C:20]([N:23]5[CH2:28][CH2:27][N:26]([CH3:29])[CH2:25][CH2:24]5)=[CH:19][CH:18]=4)[N:14]=[CH:15][C:10]=3[CH:9]=2)=[C:4]([Cl:35])[CH:3]=1.[S:36]1[CH:40]=[CH:39][CH:38]=[C:37]1B(O)O.[O-]P([O-])([O-])=O.[K+].[K+].[K+], predict the reaction product. The product is: [Cl:35][C:4]1[CH:3]=[C:2]([C:37]2[S:36][CH:40]=[CH:39][CH:38]=2)[CH:7]=[CH:6][C:5]=1[C:8]1[C:31](=[O:32])[N:30]([CH2:33][CH3:34])[C:11]2[N:12]=[C:13]([NH:16][C:17]3[CH:22]=[CH:21][C:20]([N:23]4[CH2:28][CH2:27][N:26]([CH3:29])[CH2:25][CH2:24]4)=[CH:19][CH:18]=3)[N:14]=[CH:15][C:10]=2[CH:9]=1. (4) The product is: [CH3:1][C:2]1[CH:3]=[C:4]([CH:17]=[CH:18][CH:19]=1)[CH2:5][CH:6]([C:12]([OH:14])=[O:13])[C:7]([OH:9])=[O:8]. Given the reactants [CH3:1][C:2]1[CH:3]=[C:4]([CH:17]=[CH:18][CH:19]=1)[CH2:5][CH:6]([C:12]([O:14]CC)=[O:13])[C:7]([O:9]CC)=[O:8].[OH-].[K+], predict the reaction product.